This data is from Catalyst prediction with 721,799 reactions and 888 catalyst types from USPTO. The task is: Predict which catalyst facilitates the given reaction. (1) Reactant: [Cl:1][C:2]1[CH:3]=[C:4]2[C@@:10]3([CH2:14][CH2:13][NH:12][C@@H:11]3[C:15]3[CH:20]=[CH:19][CH:18]=[CH:17][CH:16]=3)[CH2:9][NH:8][C:5]2=[CH:6][CH:7]=1.CCN(CC)CC.[CH3:28][C:29]([O:32][C:33](O[C:33]([O:32][C:29]([CH3:31])([CH3:30])[CH3:28])=[O:34])=[O:34])([CH3:31])[CH3:30]. Product: [Cl:1][C:2]1[CH:3]=[C:4]2[C@@:10]3([CH2:14][CH2:13][N:12]([C:33]([O:32][C:29]([CH3:31])([CH3:30])[CH3:28])=[O:34])[C@@H:11]3[C:15]3[CH:16]=[CH:17][CH:18]=[CH:19][CH:20]=3)[CH2:9][NH:8][C:5]2=[CH:6][CH:7]=1. The catalyst class is: 2. (2) Reactant: [N:1]([C@H:4]([CH3:16])[CH2:5][CH2:6][CH2:7][CH2:8][C:9]([O:11][C:12]([CH3:15])([CH3:14])[CH3:13])=[O:10])=[N+]=[N-]. Product: [NH2:1][C@H:4]([CH3:16])[CH2:5][CH2:6][CH2:7][CH2:8][C:9]([O:11][C:12]([CH3:15])([CH3:14])[CH3:13])=[O:10]. The catalyst class is: 123. (3) Reactant: [CH2:1]([O:8][C:9]1[C:10]([Cl:19])=[N:11][CH:12]=[C:13]([CH:18]=1)[C:14](OC)=[O:15])[C:2]1[CH:7]=[CH:6][CH:5]=[CH:4][CH:3]=1.[BH4-].[Na+].O. Product: [CH2:1]([O:8][C:9]1[CH:18]=[C:13]([CH2:14][OH:15])[CH:12]=[N:11][C:10]=1[Cl:19])[C:2]1[CH:3]=[CH:4][CH:5]=[CH:6][CH:7]=1. The catalyst class is: 8. (4) Reactant: [CH:1]1([C:4]2[N:9]=[C:8]([C:10](=[N:12][OH:13])[NH2:11])[CH:7]=[C:6]([C:14]([F:20])([F:19])[C:15]([F:18])([F:17])[F:16])[N:5]=2)[CH2:3][CH2:2]1.[C:21](N1C=CN=C1)(N1C=CN=C1)=[O:22].N12CCCN=C1CCCCC2.Cl. Product: [CH:1]1([C:4]2[N:9]=[C:8]([C:10]3[NH:12][O:13][C:21](=[O:22])[N:11]=3)[CH:7]=[C:6]([C:14]([F:20])([F:19])[C:15]([F:17])([F:16])[F:18])[N:5]=2)[CH2:3][CH2:2]1. The catalyst class is: 132. (5) Reactant: [F:1][C:2]1[CH:3]=[CH:4][C:5]([CH2:8][O:9][C:10]2[CH:11]=[N:12][N:13]([C:17]3[CH:22]=[CH:21][C:20]4[C:23]5[CH2:24][N:25](C(OC(C)(C)C)=O)[CH2:26][CH2:27][C:28]=5[O:29][C:19]=4[CH:18]=3)[C:14](=[O:16])[CH:15]=2)=[N:6][CH:7]=1.Cl. Product: [F:1][C:2]1[CH:3]=[CH:4][C:5]([CH2:8][O:9][C:10]2[CH:11]=[N:12][N:13]([C:17]3[CH:22]=[CH:21][C:20]4[C:23]5[CH2:24][NH:25][CH2:26][CH2:27][C:28]=5[O:29][C:19]=4[CH:18]=3)[C:14](=[O:16])[CH:15]=2)=[N:6][CH:7]=1. The catalyst class is: 275. (6) Reactant: [C:1]([C:5]1[CH:10]=[CH:9][C:8]([S:11]([NH:14][C:15]2[CH:16]=[C:17]3[C:21](=[CH:22][CH:23]=2)[NH:20][C:19]([C:24]([OH:26])=O)=[C:18]3[C:27]2[CH:32]=[CH:31][CH:30]=[C:29]([F:33])[CH:28]=2)(=[O:13])=[O:12])=[CH:7][CH:6]=1)([CH3:4])([CH3:3])[CH3:2].[NH2:34][CH2:35][CH2:36][N:37]1[CH2:42][CH2:41][O:40][CH2:39][CH2:38]1. Product: [N:37]1([CH2:36][CH2:35][NH:34][C:24]([C:19]2[NH:20][C:21]3[C:17]([C:18]=2[C:27]2[CH:32]=[CH:31][CH:30]=[C:29]([F:33])[CH:28]=2)=[CH:16][C:15]([NH:14][S:11]([C:8]2[CH:9]=[CH:10][C:5]([C:1]([CH3:4])([CH3:2])[CH3:3])=[CH:6][CH:7]=2)(=[O:13])=[O:12])=[CH:23][CH:22]=3)=[O:26])[CH2:42][CH2:41][O:40][CH2:39][CH2:38]1. The catalyst class is: 98.